This data is from Full USPTO retrosynthesis dataset with 1.9M reactions from patents (1976-2016). The task is: Predict the reactants needed to synthesize the given product. (1) Given the product [O:20]=[C:18]1[C:13]2[CH:14]=[CH:15][CH:16]=[CH:17][C:12]=2[O:11][C:10]2[CH:9]=[CH:8][C:4]([C:5]([OH:7])=[O:6])=[CH:3][C:2]=2[NH:1]1, predict the reactants needed to synthesize it. The reactants are: [NH2:1][C:2]1[CH:3]=[C:4]([CH:8]=[CH:9][C:10]=1[O:11][C:12]1[CH:17]=[CH:16][CH:15]=[CH:14][C:13]=1[C:18]([OH:20])=O)[C:5]([OH:7])=[O:6].C(N1C=CN=C1)(N1C=CN=C1)=O.Cl.O. (2) The reactants are: [Cl:1][C:2]1[CH:3]=[C:4]([OH:21])[C:5]([NH:8][S:9]([CH2:12][C:13]2[CH:18]=[C:17]([Cl:19])[CH:16]=[C:15](Cl)[CH:14]=2)(=[O:11])=[O:10])=[N:6][CH:7]=1.[Cl:22]C1C=CC(Cl)=CC=1CS(Cl)(=O)=O.ClC1C=C(CS(Cl)(=O)=O)C=C(Cl)C=1.S(Cl)(Cl)(=O)=O. Given the product [Cl:1][C:2]1[CH:3]=[C:4]([OH:21])[C:5]([NH:8][S:9]([CH2:12][C:13]2[CH:18]=[C:17]([Cl:19])[CH:16]=[CH:15][C:14]=2[Cl:22])(=[O:11])=[O:10])=[N:6][CH:7]=1, predict the reactants needed to synthesize it.